This data is from Reaction yield outcomes from USPTO patents with 853,638 reactions. The task is: Predict the reaction yield, written as a fraction of the theoretical maximum amount of product (1.0 means a 100% yield; for example, 0.34 means a 34% yield). (1) The reactants are C[O:2][C:3](=[O:22])[CH:4]([C:12]1[CH:17]=[CH:16][C:15]([S:18]([CH3:21])(=[O:20])=[O:19])=[CH:14][CH:13]=1)[CH2:5][CH:6]1[CH2:11][CH2:10][CH2:9][CH2:8][CH2:7]1.[OH-].[Na+]. The catalyst is C(O)C. The product is [CH:6]1([CH2:5][CH:4]([C:12]2[CH:17]=[CH:16][C:15]([S:18]([CH3:21])(=[O:20])=[O:19])=[CH:14][CH:13]=2)[C:3]([OH:22])=[O:2])[CH2:11][CH2:10][CH2:9][CH2:8][CH2:7]1. The yield is 0.600. (2) The reactants are [CH3:1][N:2]1[C:10]2[C:9]3=[C:11]([S:17][CH2:18][CH2:19][CH3:20])[S:12][C:13]([C:14]([NH2:16])=[O:15])=[C:8]3[CH2:7][CH2:6][C:5]=2[CH:4]=[N:3]1.[ClH:21].C(OCC)(=O)C. The catalyst is C1COCC1. The product is [ClH:21].[CH3:1][N:2]1[C:10]2[C:9]3=[C:11]([S:17][CH2:18][CH2:19][CH3:20])[S:12][C:13]([C:14]([NH2:16])=[O:15])=[C:8]3[CH2:7][CH2:6][C:5]=2[CH:4]=[N:3]1. The yield is 0.910.